From a dataset of Full USPTO retrosynthesis dataset with 1.9M reactions from patents (1976-2016). Predict the reactants needed to synthesize the given product. Given the product [Cl:2][C:3]1[C:4]([NH:16][CH2:17][C@H:18]2[CH2:22][CH2:21][CH2:20][N:19]2[C:26](=[O:27])[CH2:25][C:23]#[N:24])=[N:5][C:6]([NH:9][C:10]2[CH:11]=[N:12][N:13]([CH3:15])[CH:14]=2)=[N:7][CH:8]=1, predict the reactants needed to synthesize it. The reactants are: Cl.[Cl:2][C:3]1[C:4]([NH:16][CH2:17][C@H:18]2[CH2:22][CH2:21][CH2:20][NH:19]2)=[N:5][C:6]([NH:9][C:10]2[CH:11]=[N:12][N:13]([CH3:15])[CH:14]=2)=[N:7][CH:8]=1.[C:23]([CH2:25][C:26](O)=[O:27])#[N:24].CN(C(ON1N=NC2C=CC=NC1=2)=[N+](C)C)C.F[P-](F)(F)(F)(F)F.CCN(C(C)C)C(C)C.